This data is from Full USPTO retrosynthesis dataset with 1.9M reactions from patents (1976-2016). The task is: Predict the reactants needed to synthesize the given product. (1) The reactants are: [O:1]1[CH:5]=[CH:4][CH:3]=[C:2]1[C:6]([C:8](=[C:11]([S:14][CH3:15])SC)[C:9]#[N:10])=O.N[N:17]=[CH:18][NH:19][C:20](=[O:27])[C:21]1[CH:26]=[CH:25][CH:24]=[CH:23][CH:22]=1.C([N:30](CC)CC)C. Given the product [C:9]([C:8]1[C:6]([C:2]2[O:1][CH:5]=[CH:4][CH:3]=2)=[N:17][C:18]([NH:19][C:20](=[O:27])[C:21]2[CH:26]=[CH:25][CH:24]=[CH:23][CH:22]=2)=[N:30][C:11]=1[S:14][CH3:15])#[N:10], predict the reactants needed to synthesize it. (2) Given the product [CH:41]1[C:40]([NH2:39])=[CH:44][C:2]([OH:1])=[CH:3][C:54]=1[C:55]([OH:56])=[O:59], predict the reactants needed to synthesize it. The reactants are: [O:1]=[CH:2][C@@H:3]([C@H]([C@@H]([C@@H](CO)O)O)O)O.O.O.O.O.O.O.O.S([O-])([O-])(=O)=O.[Mg+2].S([O-])([O-])(=O)=O.[NH4+].[NH4+].P([O-])(O)(O)=O.[K+].[CH3:39][C:40]1[N+:44](CC2C=NC(C)=NC=2N)=CS[C:41]=1[CH2:54][CH2:55][OH:56].Cl.[Cl-].[OH:59]C(CCCC[C@H]1[C@@H]2[C@@H](NC(N2)=O)CS1)=O.C(N)(=O)C1C=CC=NC=1. (3) Given the product [Cl:1][C:2]1[CH:7]=[CH:6][C:5]([CH:8]2[C:9](=[O:15])[N:10]([C:32]([O:31][C:28]([CH3:30])([CH3:29])[CH3:27])=[O:33])[C:11]([CH3:13])([CH3:14])[CH2:12]2)=[CH:4][C:3]=1[F:16], predict the reactants needed to synthesize it. The reactants are: [Cl:1][C:2]1[CH:7]=[CH:6][C:5]([CH:8]2[CH2:12][C:11]([CH3:14])([CH3:13])[NH:10][C:9]2=[O:15])=[CH:4][C:3]=1[F:16].[Li+].C[Si]([N-][Si](C)(C)C)(C)C.[CH3:27][C:28]([O:31][C:32](O[C:32]([O:31][C:28]([CH3:30])([CH3:29])[CH3:27])=[O:33])=[O:33])([CH3:30])[CH3:29].Cl. (4) Given the product [C:10]1([C:9]2[C:8]([C:17]3[CH:22]=[CH:21][CH:20]=[CH:19][CH:18]=3)=[C:2]([C:3]([O:5][CH2:6][CH3:7])=[O:4])[NH:25][N:24]=2)[CH:15]=[CH:14][CH:13]=[CH:12][CH:11]=1, predict the reactants needed to synthesize it. The reactants are: O=[C:2]([CH:8]([C:17]1[CH:22]=[CH:21][CH:20]=[CH:19][CH:18]=1)[C:9](=O)[C:10]1[CH:15]=[CH:14][CH:13]=[CH:12][CH:11]=1)[C:3]([O:5][CH2:6][CH3:7])=[O:4].O.[NH2:24][NH2:25].